Dataset: Forward reaction prediction with 1.9M reactions from USPTO patents (1976-2016). Task: Predict the product of the given reaction. (1) Given the reactants [CH3:1][O:2][C:3]1[C:4]([O:17][CH3:18])=[CH:5][C:6]2[N:12]([CH3:13])[C:11](=[O:14])[CH2:10][NH:9][C:8](=O)[C:7]=2[CH:16]=1.CN(C)C1C=CC=CC=1.O=P(Cl)(Cl)[Cl:30].C(Cl)Cl, predict the reaction product. The product is: [Cl:30][C:8]1[C:7]2[CH:16]=[C:3]([O:2][CH3:1])[C:4]([O:17][CH3:18])=[CH:5][C:6]=2[N:12]([CH3:13])[C:11](=[O:14])[CH2:10][N:9]=1. (2) Given the reactants [CH3:1][O:2][C:3]1[CH:27]=[CH:26][C:6]([CH2:7][NH:8][C:9]2[CH:14]=[C:13]([O:15][C:16]3[CH:21]=[CH:20][C:19]([N+:22]([O-])=O)=[CH:18][C:17]=3[F:25])[N:12]=[CH:11][N:10]=2)=[CH:5][CH:4]=1.[Cl-].[NH4+], predict the reaction product. The product is: [CH3:1][O:2][C:3]1[CH:4]=[CH:5][C:6]([CH2:7][NH:8][C:9]2[CH:14]=[C:13]([O:15][C:16]3[CH:21]=[CH:20][C:19]([NH2:22])=[CH:18][C:17]=3[F:25])[N:12]=[CH:11][N:10]=2)=[CH:26][CH:27]=1. (3) Given the reactants [CH3:1][S:2](Cl)(=[O:4])=[O:3].[OH:6][CH2:7][CH2:8][CH2:9][CH:10]1[C:18]2[C:13](=[CH:14][CH:15]=[CH:16][CH:17]=2)[NH:12][C:11]1=[O:19].C(N(CC)CC)C, predict the reaction product. The product is: [CH3:1][S:2]([O:6][CH2:7][CH2:8][CH2:9][CH:10]1[C:18]2[C:13](=[CH:14][CH:15]=[CH:16][CH:17]=2)[NH:12][C:11]1=[O:19])(=[O:4])=[O:3]. (4) Given the reactants [CH:1]([Li])([CH2:3][CH3:4])[CH3:2].[CH2:6]=[CH:7][C:8]1[CH:13]=[CH:12][CH:11]=[CH:10][CH:9]=1.C=CC=C.CN(C)CCN(C)C, predict the reaction product. The product is: [CH2:2]=[CH:1][CH:3]=[CH2:4].[CH2:6]=[CH:7][C:8]1[CH:13]=[CH:12][CH:11]=[CH:10][CH:9]=1. (5) Given the reactants CN(C)CCN.[Cl:7][C:8]1[S:12][C:11]([CH2:13][O:14][N:15]2C(=O)C3=CC=CC=C3C2=O)=[CH:10][CH:9]=1.C(O)(=O)C.[C:30]([C:33]1[CH:38]=[C:37]([Cl:39])[CH:36]=[CH:35][C:34]=1[NH:40][S:41]([C:44]([F:47])([F:46])[F:45])(=[O:43])=[O:42])(=O)[CH3:31], predict the reaction product. The product is: [Cl:39][C:37]1[CH:36]=[CH:35][C:34]([NH:40][S:41]([C:44]([F:47])([F:46])[F:45])(=[O:43])=[O:42])=[C:33]([C:30](=[N:15][O:14][CH2:13][C:11]2[S:12][C:8]([Cl:7])=[CH:9][CH:10]=2)[CH3:31])[CH:38]=1. (6) Given the reactants [Br:1][C:2]1[C:3]([S:10][C:11]([CH3:14])([CH3:13])[CH3:12])=[C:4]([CH:7]=[CH:8][CH:9]=1)[CH:5]=O.Cl.[NH2:16][OH:17], predict the reaction product. The product is: [Br:1][C:2]1[C:3]([S:10][C:11]([CH3:14])([CH3:13])[CH3:12])=[C:4]([CH:5]=[N:16][OH:17])[CH:7]=[CH:8][CH:9]=1. (7) Given the reactants [CH2:1]([O:8][C:9]1[CH:14]=[CH:13][C:12]([CH2:15][C:16](=[O:20])[C:17]([OH:19])=[O:18])=[C:11]([N+:21]([O-:23])=[O:22])[CH:10]=1)[C:2]1[CH:7]=[CH:6][CH:5]=[CH:4][CH:3]=1.Cl.[CH3:25]O, predict the reaction product. The product is: [CH3:25][O:18][C:17](=[O:19])[C:16](=[O:20])[CH2:15][C:12]1[CH:13]=[CH:14][C:9]([O:8][CH2:1][C:2]2[CH:3]=[CH:4][CH:5]=[CH:6][CH:7]=2)=[CH:10][C:11]=1[N+:21]([O-:23])=[O:22]. (8) Given the reactants [F:1][C:2]1[CH:3]=[C:4]([CH:36]=[CH:37][C:38]=1[OH:39])[C:5]([N:7]([CH:33]([CH3:35])[CH3:34])[C:8]1[CH:13]=[C:12]([O:14][CH3:15])[CH:11]=[CH:10][C:9]=1[CH:16]1[CH2:25][CH2:24][C:23]2[CH:22]=[C:21]([O:26]C(=O)C(C)(C)C)[CH:20]=[CH:19][C:18]=2[CH2:17]1)=O.[N:40]1([C:44](=O)[CH2:45]Cl)[CH2:43][CH2:42][CH2:41]1, predict the reaction product. The product is: [N:40]1([CH2:44][CH2:45][O:39][C:38]2[CH:37]=[CH:36][C:4]([CH2:5][N:7]([CH:33]([CH3:35])[CH3:34])[C:8]3[CH:13]=[C:12]([O:14][CH3:15])[CH:11]=[CH:10][C:9]=3[CH:16]3[CH2:25][CH2:24][C:23]4[CH:22]=[C:21]([OH:26])[CH:20]=[CH:19][C:18]=4[CH2:17]3)=[CH:3][C:2]=2[F:1])[CH2:43][CH2:42][CH2:41]1.